From a dataset of Peptide-MHC class I binding affinity with 185,985 pairs from IEDB/IMGT. Regression. Given a peptide amino acid sequence and an MHC pseudo amino acid sequence, predict their binding affinity value. This is MHC class I binding data. The peptide sequence is SITEVECFL. The MHC is HLA-A66:01 with pseudo-sequence HLA-A66:01. The binding affinity (normalized) is 0.114.